From a dataset of Catalyst prediction with 721,799 reactions and 888 catalyst types from USPTO. Predict which catalyst facilitates the given reaction. (1) Reactant: [Cl:1][CH2:2][CH2:3][CH2:4][O:5][C:6]1[CH:15]=[CH:14][C:9]([C:10]([O:12][CH3:13])=[O:11])=[CH:8][C:7]=1[O:16][CH3:17].[N:18]([O-:20])=[O:19].[Na+].C(O)(=O)C.[N+]([O-])(O)=O. Product: [Cl:1][CH2:2][CH2:3][CH2:4][O:5][C:6]1[C:7]([O:16][CH3:17])=[CH:8][C:9]([C:10]([O:12][CH3:13])=[O:11])=[C:14]([N+:18]([O-:20])=[O:19])[CH:15]=1. The catalyst class is: 6. (2) Reactant: [F:1][C:2]1[C:16]([F:17])=[C:15]([F:18])[CH:14]=[CH:13][C:3]=1[CH2:4][C:5]1[O:9][N:8]=[C:7]([C:10]([OH:12])=O)[CH:6]=1.[O:19]1[CH2:23][CH2:22][CH:21]([CH2:24][NH2:25])[CH2:20]1.ON1C2C=CC=CC=2N=N1.Cl.C(N=C=NCCCN(C)C)C. Product: [O:19]1[CH2:23][CH2:22][CH:21]([CH2:24][NH:25][C:10]([C:7]2[CH:6]=[C:5]([CH2:4][C:3]3[CH:13]=[CH:14][C:15]([F:18])=[C:16]([F:17])[C:2]=3[F:1])[O:9][N:8]=2)=[O:12])[CH2:20]1. The catalyst class is: 229.